This data is from Forward reaction prediction with 1.9M reactions from USPTO patents (1976-2016). The task is: Predict the product of the given reaction. (1) Given the reactants [Cl:1][C:2]1[CH:7]=[CH:6][C:5]([C:8]2[N:9]([CH:14]3[CH2:16][CH2:15]3)[C:10](=[O:13])[NH:11][N:12]=2)=[CH:4][CH:3]=1.C(=O)([O-])[O-].[Cs+].[Cs+].[C:23]([O:27][C:28](=[O:38])[C:29]1[CH:34]=[CH:33][C:32]([CH2:35]Br)=[C:31]([Cl:37])[CH:30]=1)([CH3:26])([CH3:25])[CH3:24], predict the reaction product. The product is: [C:23]([O:27][C:28](=[O:38])[C:29]1[CH:34]=[CH:33][C:32]([CH2:35][N:11]2[C:10](=[O:13])[N:9]([CH:14]3[CH2:16][CH2:15]3)[C:8]([C:5]3[CH:4]=[CH:3][C:2]([Cl:1])=[CH:7][CH:6]=3)=[N:12]2)=[C:31]([Cl:37])[CH:30]=1)([CH3:26])([CH3:24])[CH3:25]. (2) Given the reactants CN(C=O)C.P([O-])([O-])([O-])=O.[K+].[K+].[K+].Cl[C:15]1[CH:20]=[C:19]([C:21]([O:23][CH3:24])=[O:22])[CH:18]=[CH:17][N:16]=1.[CH2:25](B1C2CCCC1CCC2)[C:26]1[CH:31]=[CH:30][CH:29]=[CH:28][CH:27]=1, predict the reaction product. The product is: [CH2:25]([C:15]1[CH:20]=[C:19]([C:21]([O:23][CH3:24])=[O:22])[CH:18]=[CH:17][N:16]=1)[C:26]1[CH:31]=[CH:30][CH:29]=[CH:28][CH:27]=1. (3) Given the reactants [CH:1]1([O:4][C:5]2[CH:6]=[C:7]([CH:10]=[CH:11][C:12]=2[O:13][CH:14]([F:16])[F:15])[CH2:8][OH:9])[CH2:3][CH2:2]1, predict the reaction product. The product is: [CH:1]1([O:4][C:5]2[CH:6]=[C:7]([CH:10]=[CH:11][C:12]=2[O:13][CH:14]([F:15])[F:16])[CH:8]=[O:9])[CH2:2][CH2:3]1. (4) Given the reactants [Cl:1][C:2]1[C:7]([F:8])=[CH:6][CH:5]=[C:4]([F:9])[C:3]=1[CH:10]([OH:12])[CH3:11].Br[C:14]1[C:15]([NH2:21])=[N:16][CH:17]=[C:18]([Br:20])[N:19]=1, predict the reaction product. The product is: [Br:20][C:18]1[N:19]=[C:14]([O:12][CH:10]([C:3]2[C:4]([F:9])=[CH:5][CH:6]=[C:7]([F:8])[C:2]=2[Cl:1])[CH3:11])[C:15]([NH2:21])=[N:16][CH:17]=1. (5) Given the reactants Cl[C:2]1[N:7]=[CH:6][C:5]([C:8](=[O:10])[CH3:9])=[CH:4][CH:3]=1.[Cl:11][C:12]1[CH:17]=[C:16]([Cl:18])[CH:15]=[CH:14][C:13]=1[C:19]1[C:24]([C:25]2[NH:26][CH:27]=[CH:28][N:29]=2)=[CH:23][N:22]=[C:21]([NH:30][CH2:31][CH2:32][NH:33]C2C=CC([N+]([O-])=O)=C(OC)N=2)[N:20]=1, predict the reaction product. The product is: [Cl:11][C:12]1[CH:17]=[C:16]([Cl:18])[CH:15]=[CH:14][C:13]=1[C:19]1[C:24]([C:25]2[NH:29][CH:28]=[CH:27][N:26]=2)=[CH:23][N:22]=[C:21]([NH:30][CH2:31][CH2:32][NH:33][C:2]2[N:7]=[CH:6][C:5]([C:8](=[O:10])[CH3:9])=[CH:4][CH:3]=2)[N:20]=1. (6) Given the reactants [C:1]([O:5][C:6]([N:8]1[CH2:13][CH2:12][CH:11](OS(C2C=CC(C)=CC=2)(=O)=O)[CH2:10][CH2:9]1)=[O:7])([CH3:4])([CH3:3])[CH3:2].[CH3:25][C@H:26]1[CH2:30][CH2:29][CH2:28][NH:27]1.C([O-])([O-])=O.[K+].[K+], predict the reaction product. The product is: [C:1]([O:5][C:6]([N:8]1[CH2:9][CH2:10][CH:11]([N:27]2[CH2:28][CH2:29][CH2:30][C@@H:26]2[CH3:25])[CH2:12][CH2:13]1)=[O:7])([CH3:2])([CH3:3])[CH3:4]. (7) Given the reactants [CH3:1][C:2]1[CH:3]=[CH:4][C:5]([N:10]2[CH2:15][CH2:14][O:13][CH2:12][CH2:11]2)=[C:6]([CH:9]=1)[C:7]#N.C(O)=[O:17], predict the reaction product. The product is: [CH3:1][C:2]1[CH:3]=[CH:4][C:5]([N:10]2[CH2:15][CH2:14][O:13][CH2:12][CH2:11]2)=[C:6]([CH:9]=1)[CH:7]=[O:17]. (8) Given the reactants [C:1]([C:20]1[CH:26]=[CH:25][C:23](N)=[CH:22][CH:21]=1)([C:14]1[CH:19]=[CH:18][CH:17]=[CH:16][CH:15]=1)([C:8]1[CH:13]=[CH:12][CH:11]=[CH:10][CH:9]=1)[C:2]1[CH:7]=[CH:6][CH:5]=[CH:4][CH:3]=1.CC(C)=O.N([O-])=O.[Na+].[BrH:35], predict the reaction product. The product is: [C:1]([C:20]1[CH:26]=[CH:25][C:23]([Br:35])=[CH:22][CH:21]=1)([C:14]1[CH:19]=[CH:18][CH:17]=[CH:16][CH:15]=1)([C:8]1[CH:13]=[CH:12][CH:11]=[CH:10][CH:9]=1)[C:2]1[CH:7]=[CH:6][CH:5]=[CH:4][CH:3]=1.